This data is from Drug-target binding data from BindingDB using IC50 measurements. The task is: Regression. Given a target protein amino acid sequence and a drug SMILES string, predict the binding affinity score between them. We predict pIC50 (pIC50 = -log10(IC50 in M); higher means more potent). Dataset: bindingdb_ic50. The drug is CCCCS(=O)(=O)N(C)c1c(N)n(Cc2ccccc2)c(=O)[nH]c1=O. The target protein sequence is MKRKGIILAGGSGTRLHPATLAISKQLLPVYDKPMIYYPLSTLMLAGIREILIISTPQDTPRFQQLLGDGSNWGLDLQYAVQPSPDGLAQAFLIGESFIGNDLSALVLGDNLYYGHDFHELLGSASQRQTGASVFAYHVLDPERYGVVEFDQGGKAISLEEKPLEPKSNYAVTGLYFYDQQVVDIARDLKPSPRGELEITDVNRAYLERGQLSVEIMGRGYAWLDTGTHDSLLEAGQFIATLENRQGLKVACPEEIAYRQKWIDAAQLEKLAAPLAKNGYGQYLKRLLTETVY. The pIC50 is 6.8.